This data is from TCR-epitope binding with 47,182 pairs between 192 epitopes and 23,139 TCRs. The task is: Binary Classification. Given a T-cell receptor sequence (or CDR3 region) and an epitope sequence, predict whether binding occurs between them. (1) The epitope is FVDGVPFVV. The TCR CDR3 sequence is CASSLNPRGSSGEQYF. Result: 1 (the TCR binds to the epitope). (2) The epitope is IQYIDIGNY. The TCR CDR3 sequence is CASSQDWAMVSYEQYF. Result: 1 (the TCR binds to the epitope). (3) The epitope is SLYNTVATL. The TCR CDR3 sequence is CASSFDAEQFF. Result: 1 (the TCR binds to the epitope). (4) The epitope is KPLEFGATSAAL. The TCR CDR3 sequence is CASSLAGMGKETQYF. Result: 1 (the TCR binds to the epitope). (5) The epitope is NEGVKAAW. The TCR CDR3 sequence is CASSIVTGAYNEQFF. Result: 1 (the TCR binds to the epitope).